The task is: Predict the reactants needed to synthesize the given product.. This data is from Full USPTO retrosynthesis dataset with 1.9M reactions from patents (1976-2016). (1) Given the product [OH:13][C:12]1[C:3]([CH2:2][S:21]([C:15]2[CH:20]=[CH:19][CH:18]=[CH:17][CH:16]=2)(=[O:23])=[O:22])=[C:4]2[C:9](=[CH:10][CH:11]=1)[C:8](=[O:14])[CH2:7][CH2:6][CH2:5]2, predict the reactants needed to synthesize it. The reactants are: Cl[CH2:2][C:3]1[C:12]([OH:13])=[CH:11][CH:10]=[C:9]2[C:4]=1[CH2:5][CH2:6][CH2:7][C:8]2=[O:14].[C:15]1([S:21]([O-:23])=[O:22])[CH:20]=[CH:19][CH:18]=[CH:17][CH:16]=1.[Na+]. (2) Given the product [NH:26]=[C:27]1[N:29]([CH3:35])[C:30](=[O:33])[CH:31]([C:19]2[C:20]3[S:24][CH:23]=[CH:22][C:21]=3[C:16]([O:15][CH2:14][CH2:13][C:3]3[N:4]=[C:5]([C:7]4[CH:12]=[CH:11][CH:10]=[CH:9][CH:8]=4)[O:6][C:2]=3[CH3:1])=[CH:17][CH:18]=2)[S:28]1, predict the reactants needed to synthesize it. The reactants are: [CH3:1][C:2]1[O:6][C:5]([C:7]2[CH:12]=[CH:11][CH:10]=[CH:9][CH:8]=2)=[N:4][C:3]=1[CH2:13][CH2:14][O:15][C:16]1[C:21]2[CH:22]=[CH:23][S:24][C:20]=2[C:19](N)=[CH:18][CH:17]=1.[NH2:26][C:27]([NH2:29])=[S:28].[C:30]([O-:33])(=O)[CH3:31].[Na+].[CH2:35](O)C.